Dataset: Forward reaction prediction with 1.9M reactions from USPTO patents (1976-2016). Task: Predict the product of the given reaction. (1) Given the reactants [CH3:1][O:2][C:3]1[CH:4]=[CH:5][C:6]2[C:10]([O:11][C:12]3[CH:17]=[CH:16][C:15]([O:18][CH2:19][CH2:20][N:21]4[CH2:26][CH2:25][CH2:24][CH2:23][CH2:22]4)=[CH:14][CH:13]=3)=[C:9](Br)[S:8][C:7]=2[CH:28]=1.[CH:29]1([NH:34][C:35]([C:37]2[CH:42]=[CH:41][C:40](B(O)O)=[CH:39][CH:38]=2)=[O:36])[CH2:33][CH2:32][CH2:31][CH2:30]1.C1(P(C2CCCCC2)C2CCCCC2)CCCCC1.[F-].[Cs+], predict the reaction product. The product is: [CH:29]1([NH:34][C:35](=[O:36])[C:37]2[CH:42]=[CH:41][C:40]([C:9]3[S:8][C:7]4[CH:28]=[C:3]([O:2][CH3:1])[CH:4]=[CH:5][C:6]=4[C:10]=3[O:11][C:12]3[CH:17]=[CH:16][C:15]([O:18][CH2:19][CH2:20][N:21]4[CH2:26][CH2:25][CH2:24][CH2:23][CH2:22]4)=[CH:14][CH:13]=3)=[CH:39][CH:38]=2)[CH2:33][CH2:32][CH2:31][CH2:30]1. (2) Given the reactants [F:1][C:2]1[CH:7]=[CH:6][C:5]([CH2:8][C:9](Cl)=[O:10])=[CH:4][CH:3]=1.Cl.[CH3:13][N:14]1[CH2:19][CH2:18][N:17]([C:20]2[CH:25]=[C:24]([C:26]3[CH:35]=[C:34]4[C:29]([CH2:30][CH2:31][NH:32][CH2:33]4)=[CH:28][CH:27]=3)[N:23]=[C:22]([NH2:36])[N:21]=2)[CH2:16][CH2:15]1, predict the reaction product. The product is: [F:1][C:2]1[CH:7]=[CH:6][C:5]([CH2:8][C:9]([N:32]2[CH2:31][CH2:30][C:29]3[C:34](=[CH:35][C:26]([C:24]4[CH:25]=[C:20]([N:17]5[CH2:16][CH2:15][N:14]([CH3:13])[CH2:19][CH2:18]5)[N:21]=[C:22]([NH2:36])[N:23]=4)=[CH:27][CH:28]=3)[CH2:33]2)=[O:10])=[CH:4][CH:3]=1. (3) Given the reactants [NH2:1][CH2:2][C:3]([CH3:7])([CH3:6])[CH2:4][OH:5].CCN(C(C)C)C(C)C.[Cl:17][C:18]1[CH:23]=[CH:22][C:21]([C:24]([NH:26][CH2:27][C:28]2[S:32][C:31]([S:33](Cl)(=[O:35])=[O:34])=[CH:30][CH:29]=2)=[O:25])=[CH:20][CH:19]=1.C(Cl)Cl, predict the reaction product. The product is: [Cl:17][C:18]1[CH:19]=[CH:20][C:21]([C:24]([NH:26][CH2:27][C:28]2[S:32][C:31]([S:33](=[O:35])(=[O:34])[NH:1][CH2:2][C:3]([CH3:7])([CH3:6])[CH2:4][OH:5])=[CH:30][CH:29]=2)=[O:25])=[CH:22][CH:23]=1. (4) Given the reactants C(Cl)Cl.[CH3:4][C:5]([N+:11]([O-:13])=[O:12])([CH3:10])[CH2:6][CH2:7][CH2:8][OH:9].C(N(CC)CC)C.[CH3:21][S:22](Cl)(=[O:24])=[O:23], predict the reaction product. The product is: [CH3:21][S:22]([O:9][CH2:8][CH2:7][CH2:6][C:5]([CH3:10])([N+:11]([O-:13])=[O:12])[CH3:4])(=[O:24])=[O:23]. (5) Given the reactants [C:1](OC(C)(C)C)(=O)[NH:2][NH2:3].C(N(CC)CC)C.[CH2:17]([O:24][C:25]1[CH:34]=[C:33]2[C:28]([C:29](Cl)=[C:30]([N+:35]([O-:37])=[O:36])[CH:31]=[N:32]2)=[CH:27][CH:26]=1)[C:18]1[CH:23]=[CH:22][CH:21]=[CH:20][CH:19]=1.[OH2:39], predict the reaction product. The product is: [C:18]([C:17]([OH:24])=[O:39])([CH3:1])([CH3:23])[CH3:19].[CH2:17]([O:24][C:25]1[CH:34]=[C:33]2[C:28]([C:29]([NH:2][NH2:3])=[C:30]([N+:35]([O-:37])=[O:36])[CH:31]=[N:32]2)=[CH:27][CH:26]=1)[C:18]1[CH:23]=[CH:22][CH:21]=[CH:20][CH:19]=1.